Dataset: Reaction yield outcomes from USPTO patents with 853,638 reactions. Task: Predict the reaction yield, written as a fraction of the theoretical maximum amount of product (1.0 means a 100% yield; for example, 0.34 means a 34% yield). (1) The reactants are [N:1]#[C:2]Br.[Br:4][C:5]1[CH:11]=[CH:10][C:8]([NH2:9])=[C:7](CC)[CH:6]=1. The catalyst is C(OCC)C. The product is [Br:4][C:5]1[CH:11]=[CH:10][C:8]([NH:9][C:2]#[N:1])=[CH:7][CH:6]=1. The yield is 0.100. (2) The reactants are Cl.[Cl:2][C:3]1[N:8]=[C:7]([C:9]2[CH:10]=[N:11][N:12]([C:14]3([CH2:18][C:19]#[N:20])[CH2:17][NH:16][CH2:15]3)[CH:13]=2)[N:6]2[CH:21]=[CH:22][N:23]=[C:5]2[CH:4]=1.CCN(C(C)C)C(C)C.FC(F)(F)S(O[CH2:39][C:40]([F:43])([F:42])[F:41])(=O)=O. The catalyst is CN(C=O)C. The product is [Cl:2][C:3]1[N:8]=[C:7]([C:9]2[CH:10]=[N:11][N:12]([C:14]3([CH2:18][C:19]#[N:20])[CH2:17][N:16]([CH2:39][C:40]([F:43])([F:42])[F:41])[CH2:15]3)[CH:13]=2)[N:6]2[CH:21]=[CH:22][N:23]=[C:5]2[CH:4]=1. The yield is 0.620. (3) The reactants are [CH:1]1[C:6]2[CH2:7][CH2:8][CH2:9][C:10](=[O:12])[CH2:11][C:5]=2[CH:4]=[CH:3][CH:2]=1.[H-].[Na+].[C:15](=O)([O:19]CC)[O:16][CH2:17][CH3:18]. No catalyst specified. The product is [OH:12][C:10]1[CH2:9][CH2:8][CH2:7][C:6]2[CH:1]=[CH:2][CH:3]=[CH:4][C:5]=2[C:11]=1[C:15]([O:16][CH2:17][CH3:18])=[O:19]. The yield is 0.450. (4) The reactants are [N:1]1[C:10]2[CH:9]=[CH:8][CH:7]=[C:6]([OH:11])[C:5]=2[CH:4]=[CH:3][CH:2]=1.[C:12]([O:16][C:17]([N:19]1[CH2:24][CH2:23][CH:22]([N:25]2[C:29]3=[N:30][CH:31]=[N:32][C:33](Cl)=[C:28]3[CH:27]=[N:26]2)[CH2:21][CH2:20]1)=[O:18])([CH3:15])([CH3:14])[CH3:13].C(=O)([O-])[O-].[K+].[K+].C(=O)([O-])[O-].[Na+].[Na+]. The catalyst is CN(C)C=O. The product is [C:12]([O:16][C:17]([N:19]1[CH2:20][CH2:21][CH:22]([N:25]2[C:29]3=[N:30][CH:31]=[N:32][C:33]([O:11][C:6]4[CH:7]=[CH:8][CH:9]=[C:10]5[C:5]=4[CH:4]=[CH:3][CH:2]=[N:1]5)=[C:28]3[CH:27]=[N:26]2)[CH2:23][CH2:24]1)=[O:18])([CH3:15])([CH3:13])[CH3:14]. The yield is 0.470. (5) The reactants are [NH2:1][C:2]1[C:7]([Br:8])=[N:6][C:5]([Br:9])=[CH:4][N:3]=1.[Br:10][CH2:11][C:12](O[C:12](=[O:13])[CH2:11][Br:10])=[O:13]. The catalyst is C(#N)C. The product is [Br:10][CH2:11][C:12]([NH:1][C:2]1[C:7]([Br:8])=[N:6][C:5]([Br:9])=[CH:4][N:3]=1)=[O:13]. The yield is 0.850. (6) The reactants are [CH2:1]([O:8][C:9]1[C:14]2[CH2:15][CH2:16][O:17][C:13]=2[CH:12]=[C:11]([C:18]2[C:23]([C:24]#[N:25])=[C:22](O)[N:21]=[CH:20][N:19]=2)[CH:10]=1)[C:2]1[CH:7]=[CH:6][CH:5]=[CH:4][CH:3]=1.O=P(Cl)(Cl)[Cl:29]. The catalyst is O1CCOCC1. The product is [CH2:1]([O:8][C:9]1[C:14]2[CH2:15][CH2:16][O:17][C:13]=2[CH:12]=[C:11]([C:18]2[C:23]([C:24]#[N:25])=[C:22]([Cl:29])[N:21]=[CH:20][N:19]=2)[CH:10]=1)[C:2]1[CH:7]=[CH:6][CH:5]=[CH:4][CH:3]=1. The yield is 0.190. (7) The reactants are [CH:1]1[CH:2]=[CH:3][N:4]2[CH2:10][C:9]3[CH:11]=[CH:12][CH:13]=[CH:14][C:8]=3[N:7]([C:15]([C:17]3[CH:22]=[CH:21][C:20]([C:23]4[CH:28]=[CH:27][CH:26]=[CH:25][C:24]=4[CH3:29])=[C:19]([CH3:30])[CH:18]=3)=[O:16])[CH2:6][C:5]=12.CN(C)C1C=CC=CC=1.[Cl:40][C:41]([Cl:46])([Cl:45])[C:42](Cl)=[O:43]. The catalyst is ClCCl. The product is [Cl:40][C:41]([Cl:46])([Cl:45])[C:42]([C:3]1[N:4]2[C:5]([CH2:6][N:7]([C:15]([C:17]3[CH:22]=[CH:21][C:20]([C:23]4[CH:28]=[CH:27][CH:26]=[CH:25][C:24]=4[CH3:29])=[C:19]([CH3:30])[CH:18]=3)=[O:16])[C:8]3[CH:14]=[CH:13][CH:12]=[CH:11][C:9]=3[CH2:10]2)=[CH:1][CH:2]=1)=[O:43]. The yield is 0.940.